Dataset: Catalyst prediction with 721,799 reactions and 888 catalyst types from USPTO. Task: Predict which catalyst facilitates the given reaction. (1) Reactant: [CH2:1]([C:3]1[N:4]([C:28]2[CH:33]=[CH:32][C:31]([O:34][CH2:35][C:36]([OH:39])([CH3:38])[CH3:37])=[CH:30][CH:29]=2)[C:5](=[O:27])[C:6]([CH2:12][C:13]2[CH:18]=[CH:17][C:16]([C:19]3[C:20]([C:25]#[N:26])=[CH:21][CH:22]=[CH:23][CH:24]=3)=[CH:15][CH:14]=2)=[C:7]([CH2:9][CH2:10][CH3:11])[N:8]=1)[CH3:2].[H-].[Na+].[CH3:42]I. Product: [CH2:1]([C:3]1[N:4]([C:28]2[CH:29]=[CH:30][C:31]([O:34][CH2:35][C:36]([O:39][CH3:42])([CH3:37])[CH3:38])=[CH:32][CH:33]=2)[C:5](=[O:27])[C:6]([CH2:12][C:13]2[CH:14]=[CH:15][C:16]([C:19]3[C:20]([C:25]#[N:26])=[CH:21][CH:22]=[CH:23][CH:24]=3)=[CH:17][CH:18]=2)=[C:7]([CH2:9][CH2:10][CH3:11])[N:8]=1)[CH3:2]. The catalyst class is: 42. (2) Reactant: [NH2:1][C@H:2]1[CH2:6][C@@H:5]([N:7]2[CH:15]=[N:14][C:13]3[C:8]2=[N:9][C:10]([Cl:58])=[N:11][C:12]=3[NH:16][C@@H:17]2[CH2:21][CH2:20][N:19]([C:22]3[N:30]=[C:29]4[C:25]([N:26]=[CH:27][N:28]4[C@@H:31]4[CH2:35][C@H:34]([NH:36][C:37](=[O:40])[CH2:38][CH3:39])[C@@H:33]([OH:41])[C@H:32]4[OH:42])=[C:24]([NH:43][CH2:44][CH:45]([C:52]4[CH:57]=[CH:56][CH:55]=[CH:54][CH:53]=4)[C:46]4[CH:51]=[CH:50][CH:49]=[CH:48][CH:47]=4)[N:23]=3)[CH2:18]2)[C@H:4]([OH:59])[C@@H:3]1[OH:60].CO.[C:63](Cl)(=[O:66])[CH2:64][CH3:65]. Product: [Cl:58][C:10]1[N:9]=[C:8]2[C:13]([N:14]=[CH:15][N:7]2[C@@H:5]2[CH2:6][C@H:2]([NH:1][C:63](=[O:66])[CH2:64][CH3:65])[C@@H:3]([OH:60])[C@H:4]2[OH:59])=[C:12]([NH:16][C@@H:17]2[CH2:21][CH2:20][N:19]([C:22]3[N:30]=[C:29]4[C:25]([N:26]=[CH:27][N:28]4[C@@H:31]4[CH2:35][C@H:34]([NH:36][C:37](=[O:40])[CH2:38][CH3:39])[C@@H:33]([OH:41])[C@H:32]4[OH:42])=[C:24]([NH:43][CH2:44][CH:45]([C:52]4[CH:53]=[CH:54][CH:55]=[CH:56][CH:57]=4)[C:46]4[CH:51]=[CH:50][CH:49]=[CH:48][CH:47]=4)[N:23]=3)[CH2:18]2)[N:11]=1. The catalyst class is: 1. (3) Reactant: [C@@H:1]1([N:8]2[CH:16]=[C:14]([CH3:15])[C:12](=[O:13])[NH:11][C:9]2=[O:10])[O:7][C@H:4]([CH2:5][OH:6])[CH:3]=[CH:2]1.[CH3:17][N:18]1[C:23](=[O:24])[N:22]([CH3:25])[CH2:21][CH2:20][CH2:19]1. Product: [CH3:15][C:14]1[C:12](=[O:13])[NH:11][C:9](=[O:10])[N:8]([C@@H:1]2[O:7][C@H:4]([CH2:5][OH:6])[CH:3]=[CH:2]2)[CH:16]=1.[CH3:17][N:18]1[C:23](=[O:24])[N:22]([CH3:25])[CH2:21][CH2:20][CH2:19]1. The catalyst class is: 21. (4) Reactant: [NH2:1][C:2]1[CH:7]=[C:6]([Cl:8])[C:5]([NH2:9])=[CH:4][C:3]=1[Cl:10].Br[C:12]1[CH:17]=[CH:16][CH:15]=[CH:14][CH:13]=1.O. Product: [C:12]1([N:1]([C:2]2[CH:7]=[CH:6][CH:5]=[CH:4][CH:3]=2)[C:2]2[CH:7]=[C:6]([Cl:8])[C:5]([NH2:9])=[CH:4][C:3]=2[Cl:10])[CH:17]=[CH:16][CH:15]=[CH:14][CH:13]=1. The catalyst class is: 733. (5) Reactant: [CH3:1][S:2][C:3]1[C:11]2[C:6](=[CH:7][N:8]=[CH:9][CH:10]=2)[NH:5][N:4]=1.[OH:12]OS([O-])=O.[K+].[OH2:18]. Product: [CH3:1][S:2]([C:3]1[C:11]2[C:6](=[CH:7][N:8]=[CH:9][CH:10]=2)[NH:5][N:4]=1)(=[O:12])=[O:18]. The catalyst class is: 3. (6) Reactant: Cl[C:2]1[C:14]2[N:13]3[C:8]([C:9]([C:15]4[C:20]([CH3:21])=[CH:19][C:18]([CH3:22])=[CH:17][C:16]=4[CH3:23])=[CH:10][CH:11]=[CH:12]3)=[CH:7][C:6]=2[N:5]=[C:4]([CH3:24])[CH:3]=1.[CH2:25]([NH2:28])[CH2:26][NH2:27]. Product: [NH2:27][CH2:26][CH2:25][NH:28][C:2]1[C:14]2[N:13]3[C:8]([C:9]([C:15]4[C:20]([CH3:21])=[CH:19][C:18]([CH3:22])=[CH:17][C:16]=4[CH3:23])=[CH:10][CH:11]=[CH:12]3)=[CH:7][C:6]=2[N:5]=[C:4]([CH3:24])[CH:3]=1. The catalyst class is: 37.